Dataset: Reaction yield outcomes from USPTO patents with 853,638 reactions. Task: Predict the reaction yield, written as a fraction of the theoretical maximum amount of product (1.0 means a 100% yield; for example, 0.34 means a 34% yield). (1) The reactants are O=[C:2]1[CH2:11][CH2:10][CH:9]2[CH:4]([CH2:5][CH:6]([C:16]([O:18][CH2:19][CH3:20])=[O:17])[N:7]([C:12]([O:14][CH3:15])=[O:13])[CH2:8]2)[CH2:3]1.[NH2:21][C:22]1[CH:30]=[CH:29][CH:28]=[CH:27][C:23]=1[C:24]([O-:26])=[O:25].[C:31](O)(=O)[CH3:32].[Na]. The catalyst is CCCCCC.C(OCC)(=O)C. The product is [CH2:31]([O:25][C:24]([C:23]1[CH:27]=[CH:28][CH:29]=[CH:30][C:22]=1[NH:21][C@H:2]1[CH2:11][CH2:10][C@@H:9]2[C@@H:4]([CH2:5][C@@H:6]([C:16]([O:18][CH2:19][CH3:20])=[O:17])[N:7]([C:12]([O:14][CH3:15])=[O:13])[CH2:8]2)[CH2:3]1)=[O:26])[CH3:32]. The yield is 0.420. (2) The reactants are [CH:1]1([C:4]2[C:5]([N:24]([C:29]3[CH:34]=[CH:33][CH:32]=[C:31]([B:35]4[O:39]C(C)(C)C(C)(C)[O:36]4)[CH:30]=3)[S:25]([CH3:28])(=[O:27])=[O:26])=[CH:6][C:7]3[O:11][C:10]([C:12]4[CH:17]=[CH:16][C:15]([F:18])=[CH:14][CH:13]=4)=[C:9]([C:19]([NH:21][CH3:22])=[O:20])[C:8]=3[CH:23]=2)[CH2:3][CH2:2]1.C1(B(O)O)C=CC=CC=1.Cl. The catalyst is O1CCCC1. The product is [CH:1]1([C:4]2[C:5]([N:24]([C:29]3[CH:30]=[C:31]([B:35]([OH:36])[OH:39])[CH:32]=[CH:33][CH:34]=3)[S:25]([CH3:28])(=[O:27])=[O:26])=[CH:6][C:7]3[O:11][C:10]([C:12]4[CH:17]=[CH:16][C:15]([F:18])=[CH:14][CH:13]=4)=[C:9]([C:19](=[O:20])[NH:21][CH3:22])[C:8]=3[CH:23]=2)[CH2:3][CH2:2]1. The yield is 0.170. (3) The reactants are [CH3:1][C:2]1[N:41]=[C:5]2[N:6]([C@H:29]3[CH2:34][CH2:33][C@H:32]([O:35][CH2:36][C:37]4([CH3:40])[CH2:39][O:38]4)[CH2:31][CH2:30]3)[C:7](=[O:28])[C:8]([CH2:13][C:14]3[CH:19]=[CH:18][C:17]([C:20]4[C:21]([C:26]#[N:27])=[CH:22][CH:23]=[CH:24][CH:25]=4)=[CH:16][CH:15]=3)=[C:9]([CH2:10][CH2:11][CH3:12])[N:4]2[N:3]=1.CCCC[N+](CCCC)(CCCC)CCCC.[FH:59].F.[F-]. The catalyst is ClC1C=CC=CC=1. The product is [F:59][CH2:39][C:37]([OH:38])([CH3:40])[CH2:36][O:35][C@H:32]1[CH2:33][CH2:34][C@H:29]([N:6]2[C:7](=[O:28])[C:8]([CH2:13][C:14]3[CH:15]=[CH:16][C:17]([C:20]4[C:21]([C:26]#[N:27])=[CH:22][CH:23]=[CH:24][CH:25]=4)=[CH:18][CH:19]=3)=[C:9]([CH2:10][CH2:11][CH3:12])[N:4]3[N:3]=[C:2]([CH3:1])[N:41]=[C:5]23)[CH2:30][CH2:31]1. The yield is 0.460.